This data is from Merck oncology drug combination screen with 23,052 pairs across 39 cell lines. The task is: Regression. Given two drug SMILES strings and cell line genomic features, predict the synergy score measuring deviation from expected non-interaction effect. (1) Drug 1: C#Cc1cccc(Nc2ncnc3cc(OCCOC)c(OCCOC)cc23)c1. Drug 2: NC1CCCCC1N.O=C(O)C(=O)O.[Pt+2]. Cell line: NCIH460. Synergy scores: synergy=-45.7. (2) Drug 1: Cn1nnc2c(C(N)=O)ncn2c1=O. Drug 2: COC1=C2CC(C)CC(OC)C(O)C(C)C=C(C)C(OC(N)=O)C(OC)C=CC=C(C)C(=O)NC(=CC1=O)C2=O. Cell line: A2058. Synergy scores: synergy=42.1.